From a dataset of Full USPTO retrosynthesis dataset with 1.9M reactions from patents (1976-2016). Predict the reactants needed to synthesize the given product. (1) Given the product [CH3:1][O:2][C:3]1[CH:10]=[C:9]([N+:11]([O-:13])=[O:12])[CH:8]=[CH:7][C:4]=1[CH2:5][N:18]1[CH2:19][CH2:20][N:15]([CH3:14])[CH2:16][CH2:17]1, predict the reactants needed to synthesize it. The reactants are: [CH3:1][O:2][C:3]1[CH:10]=[C:9]([N+:11]([O-:13])=[O:12])[CH:8]=[CH:7][C:4]=1[CH:5]=O.[CH3:14][N:15]1[CH2:20][CH2:19][NH:18][CH2:17][CH2:16]1.C(O[BH-](OC(=O)C)OC(=O)C)(=O)C.[Na+]. (2) Given the product [CH:1]1([CH:6]([NH:18][C:19]2[CH:20]=[CH:21][C:22]([C:23]([NH:35][CH2:34][CH2:33][C:32]([O:31][CH2:29][CH3:30])=[O:36])=[O:24])=[CH:26][CH:27]=2)[C:7]2[O:8][C:9]3[CH:16]=[CH:15][C:14]([F:17])=[CH:13][C:10]=3[C:11]=2[CH3:12])[CH2:2][CH2:3][CH2:4][CH2:5]1, predict the reactants needed to synthesize it. The reactants are: [CH:1]1(/[C:6](=[N:18]\[C:19]2[CH:27]=[CH:26][C:22]([C:23](O)=[O:24])=[CH:21][CH:20]=2)/[C:7]2[O:8][C:9]3[CH:16]=[CH:15][C:14]([F:17])=[CH:13][C:10]=3[C:11]=2[CH3:12])[CH2:5][CH2:4][CH2:3][CH2:2]1.Cl.[CH2:29]([O:31][C:32](=[O:36])[CH2:33][CH2:34][NH2:35])[CH3:30].O.ON1C2C=CC=CC=2N=N1.Cl.C(N=C=NCCCN(C)C)C.[Cl-].[NH4+]. (3) The reactants are: [Cl:1][C:2]1[N:7]=[C:6]([NH:8][CH:9]2[CH2:14][CH2:13][CH2:12][CH:11]([NH2:15])[CH2:10]2)[CH:5]=[C:4]([I:16])[CH:3]=1.[CH3:17][S:18](Cl)(=[O:20])=[O:19]. Given the product [Cl:1][C:2]1[N:7]=[C:6]([NH:8][CH:9]2[CH2:14][CH2:13][CH2:12][CH:11]([NH:15][S:18]([CH3:17])(=[O:20])=[O:19])[CH2:10]2)[CH:5]=[C:4]([I:16])[CH:3]=1, predict the reactants needed to synthesize it. (4) Given the product [C:1]([NH:4][C:5]1[C:13]([N+:14]([O-:16])=[O:15])=[CH:12][CH:11]=[C:7]2[C:8]([O:19][C:17](=[O:18])[C:6]=12)=[O:10])(=[O:3])[CH3:2], predict the reactants needed to synthesize it. The reactants are: [C:1]([NH:4][C:5]1[C:13]([N+:14]([O-:16])=[O:15])=[CH:12][CH:11]=[C:7]([C:8]([OH:10])=O)[C:6]=1[C:17]([OH:19])=[O:18])(=[O:3])[CH3:2].C(Cl)(=O)C. (5) The reactants are: [CH3:1][N:2]([CH3:6])[CH2:3][CH2:4][NH2:5].CCN(C(C)C)C(C)C.[Cl:16][C:17]1[C:18]([CH2:46][N:47]2[CH2:52][CH2:51][CH2:50][C@@H:49]([C:53](O)=[O:54])[CH2:48]2)=[C:19]([C:42]([F:45])([F:44])[F:43])[CH:20]=[C:21]2[C:26]=1[NH:25][C:24](=[O:27])[N:23]([CH2:28][C:29]1[CH:34]=[C:33]([Cl:35])[CH:32]=[CH:31][C:30]=1[S:36]([CH2:39][CH3:40])(=[O:38])=[O:37])[C:22]2=[O:41].CN(C(ON1N=NC2C=CC=NC1=2)=[N+](C)C)C.F[P-](F)(F)(F)(F)F. Given the product [Cl:16][C:17]1[C:18]([CH2:46][N:47]2[CH2:52][CH2:51][CH2:50][C@@H:49]([C:53]([NH:5][CH2:4][CH2:3][N:2]([CH3:6])[CH3:1])=[O:54])[CH2:48]2)=[C:19]([C:42]([F:44])([F:43])[F:45])[CH:20]=[C:21]2[C:26]=1[NH:25][C:24](=[O:27])[N:23]([CH2:28][C:29]1[CH:34]=[C:33]([Cl:35])[CH:32]=[CH:31][C:30]=1[S:36]([CH2:39][CH3:40])(=[O:38])=[O:37])[C:22]2=[O:41], predict the reactants needed to synthesize it. (6) Given the product [NH2:6][C:7]1[C:12]2[C:13](=[O:17])[N:14]([CH3:16])[CH2:15][C:11]=2[CH:10]=[CH:9][N:8]=1, predict the reactants needed to synthesize it. The reactants are: COC1C=C(OC)C=CC=1C[NH:6][C:7]1[C:12]2[C:13](=[O:17])[N:14]([CH3:16])[CH2:15][C:11]=2[CH:10]=[CH:9][N:8]=1.[OH-].[Na+]. (7) Given the product [NH2:1][C:2]1[C:11]([NH2:12])=[CH:10][C:5]([C:6]([O:8][CH3:9])=[O:7])=[C:4]([F:15])[C:3]=1[F:16], predict the reactants needed to synthesize it. The reactants are: [NH2:1][C:2]1[C:11]([N+:12]([O-])=O)=[CH:10][C:5]([C:6]([O:8][CH3:9])=[O:7])=[C:4]([F:15])[C:3]=1[F:16]. (8) Given the product [F:24][C:21]1[CH:22]=[C:23]2[C:18](=[C:19]([F:25])[CH:20]=1)[NH:17][C:16]([CH3:30])=[CH:15]2, predict the reactants needed to synthesize it. The reactants are: C(N1C(=O)C=CC([C:15]2[C:23]3[C:18](=[C:19]([F:25])[CH:20]=[C:21]([F:24])[CH:22]=3)[N:17](CC(O)=O)[C:16]=2[CH3:30])=N1)C1C=CC=CC=1.FC1C=C(F)C=CC=1N.N1C2C(=CC=CC=2)C=C1. (9) Given the product [C:34]([O:38][C:39](=[O:44])[NH:40][CH2:41][CH2:42][NH:43][C:29](=[O:30])[C:28]1[CH:27]=[CH:26][C:25]([C:21]2[CH:20]=[C:19]3[C:24]([C:15]([C:8]4[C:7]([C:2]5[CH:3]=[CH:4][CH:5]=[CH:6][N:1]=5)=[N:11][N:10]5[CH2:12][CH2:13][CH2:14][C:9]=45)=[CH:16][CH:17]=[N:18]3)=[CH:23][CH:22]=2)=[CH:33][CH:32]=1)([CH3:37])([CH3:35])[CH3:36], predict the reactants needed to synthesize it. The reactants are: [N:1]1[CH:6]=[CH:5][CH:4]=[CH:3][C:2]=1[C:7]1[C:8]([C:15]2[C:24]3[C:19](=[CH:20][C:21]([C:25]4[CH:33]=[CH:32][C:28]([C:29](O)=[O:30])=[CH:27][CH:26]=4)=[CH:22][CH:23]=3)[N:18]=[CH:17][CH:16]=2)=[C:9]2[CH2:14][CH2:13][CH2:12][N:10]2[N:11]=1.[C:34]([O:38][C:39](=[O:44])[NH:40][CH2:41][CH2:42][NH2:43])([CH3:37])([CH3:36])[CH3:35].CN(C(ON1N=NC2C=CC=CC1=2)=[N+](C)C)C.F[P-](F)(F)(F)(F)F.